Dataset: Forward reaction prediction with 1.9M reactions from USPTO patents (1976-2016). Task: Predict the product of the given reaction. (1) The product is: [CH:23]1([CH2:22][NH:21][C:7]2[CH:8]=[C:9]3[C:4](=[CH:5][CH:6]=2)[N:3]=[C:2]([NH:20][CH2:19][C:17]2[O:18][C:14]([CH3:13])=[CH:15][CH:16]=2)[CH:11]=[CH:10]3)[CH2:25][CH2:24]1. Given the reactants Cl[C:2]1[CH:11]=[CH:10][C:9]2[C:4](=[CH:5][CH:6]=[C:7](Cl)[CH:8]=2)[N:3]=1.[CH3:13][C:14]1[O:18][C:17]([CH2:19][NH2:20])=[CH:16][CH:15]=1.[NH2:21][CH2:22][CH:23]1[CH2:25][CH2:24]1, predict the reaction product. (2) Given the reactants [NH2:1][C@H:2]1[C:11]2[C:6](=[CH:7][CH:8]=[CH:9][CH:10]=2)[N:5]([C:12](=[O:14])[CH3:13])[C@@H:4]([CH3:15])[C@@H:3]1[CH3:16].Cl[C:18]1[CH:23]=[CH:22][C:21]([CH3:24])=[CH:20][N:19]=1.CC(C)([O-])C.[Na+].CN(C1C(C2C(P(C3CCCCC3)C3CCCCC3)=CC=CC=2)=CC=CC=1)C, predict the reaction product. The product is: [CH3:15][C@H:4]1[C@H:3]([CH3:16])[C@@H:2]([NH:1][C:18]2[CH:23]=[CH:22][C:21]([CH3:24])=[CH:20][N:19]=2)[C:11]2[C:6](=[CH:7][CH:8]=[CH:9][CH:10]=2)[N:5]1[C:12](=[O:14])[CH3:13]. (3) Given the reactants [CH2:1]([OH:5])[CH2:2][CH:3]=[CH2:4].N1C=CC=CC=1.[Si:12](Cl)([C:15]([CH3:18])([CH3:17])[CH3:16])([CH3:14])[CH3:13], predict the reaction product. The product is: [Si:12]([O:5][CH2:1][CH2:2][CH:3]=[CH2:4])([C:15]([CH3:18])([CH3:17])[CH3:16])([CH3:14])[CH3:13].